From a dataset of Full USPTO retrosynthesis dataset with 1.9M reactions from patents (1976-2016). Predict the reactants needed to synthesize the given product. (1) Given the product [C:51]([O:50][C:48]([N:9]1[C:13](=[O:14])[CH2:12][CH2:11][C@H:10]1[C:15]([NH:18][CH:19]1[CH2:20][CH2:21][N:22]([C:25]([O:27][CH2:28][C:29]2[CH:34]=[CH:33][CH:32]=[CH:31][CH:30]=2)=[O:26])[CH2:23][CH2:24]1)=[O:17])=[O:49])([CH3:54])([CH3:53])[CH3:52], predict the reactants needed to synthesize it. The reactants are: OC1C=CC=C[N+]=1[O-].[NH:9]1[C:13](=[O:14])[CH2:12][CH2:11][C@H:10]1[C:15]([OH:17])=O.[NH2:18][CH:19]1[CH2:24][CH2:23][N:22]([C:25]([O:27][CH2:28][C:29]2[CH:34]=[CH:33][CH:32]=[CH:31][CH:30]=2)=[O:26])[CH2:21][CH2:20]1.Cl.CN(C)CCCN=C=NCC.Cl.[C:48](O[C:48]([O:50][C:51]([CH3:54])([CH3:53])[CH3:52])=[O:49])([O:50][C:51]([CH3:54])([CH3:53])[CH3:52])=[O:49]. (2) Given the product [Cl:14][C:12]1[CH:11]=[CH:10][N:9]=[C:8]([C:6]2[N:19]=[C:17]([C:20]3[CH:25]=[CH:24][CH:23]=[CH:22][N:21]=3)[N:18]=[C:4]([OH:15])[CH:5]=2)[CH:13]=1, predict the reactants needed to synthesize it. The reactants are: C(O[C:4](=[O:15])[CH2:5][C:6]([C:8]1[CH:13]=[C:12]([Cl:14])[CH:11]=[CH:10][N:9]=1)=O)C.Cl.[C:17]([C:20]1[CH:25]=[CH:24][CH:23]=[CH:22][N:21]=1)(=[NH:19])[NH2:18].[OH-].[Na+]. (3) Given the product [S:3]1[C:4]2[CH:10]=[CH:9][CH:8]=[CH:7][C:5]=2[N:6]=[C:2]1[N:16]([C:15]1[CH:17]=[CH:18][C:19]([CH3:20])=[C:13]([O:12][CH3:11])[CH:14]=1)[C:24](=[O:25])[C:23]1[CH:27]=[CH:28][CH:29]=[CH:30][C:22]=1[Cl:21], predict the reactants needed to synthesize it. The reactants are: Cl[C:2]1[S:3][C:4]2[CH:10]=[CH:9][CH:8]=[CH:7][C:5]=2[N:6]=1.[CH3:11][O:12][C:13]1[CH:14]=[C:15]([CH:17]=[CH:18][C:19]=1[CH3:20])[NH2:16].[Cl:21][C:22]1[CH:30]=[CH:29][CH:28]=[CH:27][C:23]=1[C:24](Cl)=[O:25]. (4) Given the product [N:19]1([C:4]2[N:3]=[C:2]([C:37]3[CH:36]=[C:25]([OH:28])[CH:34]=[CH:33][CH:32]=3)[N:10]=[C:9]3[C:5]=2[N:6]=[CH:7][N:8]3[CH2:11][CH2:12][N:13]2[CH2:18][CH2:17][CH2:16][CH2:15][CH2:14]2)[CH2:24][CH2:23][O:22][CH2:21][CH2:20]1, predict the reactants needed to synthesize it. The reactants are: Cl[C:2]1[N:10]=[C:9]2[C:5]([N:6]=[CH:7][N:8]2[CH2:11][CH2:12][N:13]2[CH2:18][CH2:17][CH2:16][CH2:15][CH2:14]2)=[C:4]([N:19]2[CH2:24][CH2:23][O:22][CH2:21][CH2:20]2)[N:3]=1.[C:25]([O-:28])(O)=O.[Na+].OC[C:32]1[CH:33]=[C:34](B(O)O)C=[CH:36][CH:37]=1. (5) Given the product [CH3:39][N:40]1[CH2:45][CH2:44][N:43]([C:23]([NH:22][C:20]2[N:21]=[C:16]3[CH:15]=[CH:14][C:13]([O:12][C:11]4[CH:31]=[CH:32][CH:33]=[C:9]([NH:8][C:6](=[O:7])[C:5]5[CH:34]=[CH:35][CH:36]=[C:3]([C:2]([F:38])([F:37])[F:1])[CH:4]=5)[CH:10]=4)=[N:18][N:17]3[CH:19]=2)=[O:30])[CH2:42][CH2:41]1, predict the reactants needed to synthesize it. The reactants are: [F:1][C:2]([F:38])([F:37])[C:3]1[CH:4]=[C:5]([CH:34]=[CH:35][CH:36]=1)[C:6]([NH:8][C:9]1[CH:10]=[C:11]([CH:31]=[CH:32][CH:33]=1)[O:12][C:13]1[CH:14]=[CH:15][C:16]2[N:17]([CH:19]=[C:20]([NH:22][C:23](=[O:30])OCC(Cl)(Cl)Cl)[N:21]=2)[N:18]=1)=[O:7].[CH3:39][N:40]1[CH2:45][CH2:44][NH:43][CH2:42][CH2:41]1.C(N(C(C)C)C(C)C)(C)C.